From a dataset of Reaction yield outcomes from USPTO patents with 853,638 reactions. Predict the reaction yield, written as a fraction of the theoretical maximum amount of product (1.0 means a 100% yield; for example, 0.34 means a 34% yield). (1) The reactants are [Cl:1][C:2]1[C:11]([C:12]2[CH:17]=[CH:16][C:15]([F:18])=[CH:14][CH:13]=2)=[CH:10][C:9]([O:19]C)=[C:8]2[C:3]=1[C:4](=[O:21])[NH:5][CH:6]=[N:7]2.B(Br)(Br)Br.CO. The catalyst is ClCCl. The product is [Cl:1][C:2]1[C:11]([C:12]2[CH:13]=[CH:14][C:15]([F:18])=[CH:16][CH:17]=2)=[CH:10][C:9]([OH:19])=[C:8]2[C:3]=1[C:4](=[O:21])[NH:5][CH:6]=[N:7]2. The yield is 0.490. (2) The reactants are [N:1]1([CH2:7][CH2:8][CH2:9][O:10][C:11]2[CH:12]=[C:13]([CH:17]3[CH2:21][CH2:20][CH2:19][N:18]3[CH2:22][C:23]([C:25]3[S:26][CH:27]=[CH:28][CH:29]=3)=O)[CH:14]=[CH:15][CH:16]=2)[CH2:6][CH2:5][CH2:4][CH2:3][CH2:2]1.N. The catalyst is CO.C(Cl)Cl. The product is [N:1]1([CH2:7][CH2:8][CH2:9][O:10][C:11]2[CH:12]=[C:13]3[C:14]([C@H:23]([C:25]4[S:26][CH:27]=[CH:28][CH:29]=4)[CH2:22][N:18]4[CH2:19][CH2:20][CH2:21][C@H:17]43)=[CH:15][CH:16]=2)[CH2:6][CH2:5][CH2:4][CH2:3][CH2:2]1. The yield is 0.850. (3) The reactants are [CH3:1][O:2][C:3](=[O:14])[C:4]1[CH:9]=[CH:8][C:7]([CH:10]=[O:11])=[C:6]([O:12][CH3:13])[CH:5]=1.O.CC(=CC)C.[O-:21]Cl=O.[Na+]. The catalyst is C(O)(C)(C)C.C(Cl)Cl. The product is [CH3:1][O:2][C:3](=[O:14])[C:4]1[CH:9]=[CH:8][C:7]([C:10]([OH:21])=[O:11])=[C:6]([O:12][CH3:13])[CH:5]=1. The yield is 0.470.